Dataset: Forward reaction prediction with 1.9M reactions from USPTO patents (1976-2016). Task: Predict the product of the given reaction. (1) Given the reactants [CH3:1][C:2]1[CH:7]=[CH:6][C:5]([C:8](=[O:12])[C:9](Cl)=[O:10])=[CH:4][CH:3]=1.[CH3:13][O:14][C:15]1[CH:16]=[C:17]([C:23]2[CH:28]=[CH:27][CH:26]=[CH:25][C:24]=2[NH2:29])[CH:18]=[CH:19][C:20]=1[O:21][CH3:22].C(N(CC)CC)C.O, predict the reaction product. The product is: [CH3:13][O:14][C:15]1[CH:16]=[C:17]([C:23]2[CH:28]=[CH:27][CH:26]=[CH:25][C:24]=2[NH:29][C:9](=[O:10])[C:8]([C:5]2[CH:6]=[CH:7][C:2]([CH3:1])=[CH:3][CH:4]=2)=[O:12])[CH:18]=[CH:19][C:20]=1[O:21][CH3:22]. (2) Given the reactants [ClH:1].[NH2:2][C:3]1[C:12]2[N:13]=[C:14]3[CH2:19][N:18](C(OC(C)(C)C)=O)[CH2:17][CH2:16][N:15]3[C:11]=2[C:10]2[C:5](=[CH:6][CH:7]=[CH:8][CH:9]=2)[N:4]=1, predict the reaction product. The product is: [ClH:1].[CH:9]1[CH:8]=[CH:7][CH:6]=[C:5]2[C:10]=1[C:11]1[N:15]3[CH2:16][CH2:17][NH:18][CH2:19][C:14]3=[N:13][C:12]=1[C:3]([NH2:2])=[N:4]2. (3) Given the reactants [C:1]([O:5][C:6]([N:8]1[CH2:13][C:12](=[O:14])[NH:11][C@@H:10]([CH2:15][OH:16])[CH2:9]1)=[O:7])([CH3:4])([CH3:3])[CH3:2].[CH:17]1[C:26]2[C:21](=[CH:22][CH:23]=[CH:24][CH:25]=2)[CH:20]=[CH:19][C:18]=1O.C1(P(C2C=CC=CC=2)C2C=CC=CC=2)C=CC=CC=1.N(C(OC(C)C)=O)=NC(OC(C)C)=O, predict the reaction product. The product is: [C:1]([O:5][C:6]([N:8]1[CH2:13][C:12](=[O:14])[NH:11][C@@H:10]([CH2:15][O:16][C:19]2[CH:18]=[CH:17][C:26]3[C:21](=[CH:22][CH:23]=[CH:24][CH:25]=3)[CH:20]=2)[CH2:9]1)=[O:7])([CH3:4])([CH3:3])[CH3:2]. (4) Given the reactants [BH-](OC(C)=O)(OC(C)=O)OC(C)=O.[Na+].[CH2:15]([NH2:18])[CH2:16][CH3:17].[CH:19]1([CH2:25][NH:26][C:27]2[CH:28]=[C:29]([CH:42]=[CH:43][CH:44]=2)[O:30][C:31]2[CH:32]=[CH:33][C:34]([N+:39]([O-:41])=[O:40])=[C:35]([CH:38]=2)[CH:36]=O)[CH2:24][CH2:23][CH2:22][CH2:21][CH2:20]1, predict the reaction product. The product is: [CH:19]1([CH2:25][NH:26][C:27]2[CH:44]=[CH:43][CH:42]=[C:29]([O:30][C:31]3[CH:32]=[CH:33][C:34]([N+:39]([O-:41])=[O:40])=[C:35]([CH2:36][NH:18][CH2:15][CH2:16][CH3:17])[CH:38]=3)[CH:28]=2)[CH2:24][CH2:23][CH2:22][CH2:21][CH2:20]1. (5) Given the reactants S(O[CH2:6][CH2:7][CH2:8][CH2:9][CH:10]1[C:18]2[C:13](=[CH:14][CH:15]=[CH:16][CH:17]=2)[NH:12][C:11]1=[O:19])(C)(=O)=O.[Cl:20][C:21]1[S:29][C:28]2[CH2:27][CH2:26][NH:25][CH2:24][C:23]=2[CH:22]=1, predict the reaction product. The product is: [ClH:20].[Cl:20][C:21]1[S:29][C:28]2[CH2:27][CH2:26][N:25]([CH2:6][CH2:7][CH2:8][CH2:9][CH:10]3[C:18]4[C:13](=[CH:14][CH:15]=[CH:16][CH:17]=4)[NH:12][C:11]3=[O:19])[CH2:24][C:23]=2[CH:22]=1. (6) Given the reactants [Cl:1][C:2]1[CH:34]=[CH:33][C:5]([C:6]([C@@:8]2([OH:32])[C@@H:12]([CH2:13][O:14][C:15](=[O:23])[C:16]3[CH:21]=[CH:20][C:19]([Cl:22])=[CH:18][CH:17]=3)[O:11][C@@H](N3C=CC(=O)NC3=O)C2)=[O:7])=[CH:4][CH:3]=1.C1(C)C=CC(S(Cl)(=O)=O)=CC=1.[C@@H]1([N:55]2C=CC(=O)[NH:58][C:56]2=O)O[C@H](CO)[C@@H](O)[C@H]1O.[OH2:63].N.[CH2:65]([N:67]([CH2:70][CH3:71])[CH2:68][CH3:69])C, predict the reaction product. The product is: [Cl:1][C:2]1[CH:3]=[CH:4][C:5]([C:6]([C@@:8]2([OH:32])[C@@H:12]([CH2:13][O:14][C:15](=[O:23])[C:16]3[CH:21]=[CH:20][C:19]([Cl:22])=[CH:18][CH:17]=3)[O:11][C@@H:68]([N:67]3[CH:70]=[CH:71][C:56]([NH2:58])=[N:55][C:65]3=[O:63])[CH2:69]2)=[O:7])=[CH:33][CH:34]=1. (7) Given the reactants C(OC(NC(C1C=CC=CC=1)C(O)=O)=O)(C)(C)C.C1C=CC2N(O)N=NC=2C=1.C1CCC(N=C=NC2CCCCC2)CC1.N12CCC(CC1)[C@@H](O)C2.C(OC([NH:60][CH:61]([C:73]1[CH:78]=[CH:77][CH:76]=[CH:75][CH:74]=1)[C:62]([O:64][C@@H:65]1[CH:70]2[CH2:71][CH2:72][N:67]([CH2:68][CH2:69]2)[CH2:66]1)=[O:63])=O)(C)(C)C.O1CCOCC1.[ClH:85].C1(N)C(F)=C(F)C(F)=C(N)C=1F.Cl.Cl, predict the reaction product. The product is: [ClH:85].[ClH:85].[NH2:60][CH:61]([C:73]1[CH:78]=[CH:77][CH:76]=[CH:75][CH:74]=1)[C:62]([O:64][C@@H:65]1[CH:70]2[CH2:69][CH2:68][N:67]([CH2:72][CH2:71]2)[CH2:66]1)=[O:63]. (8) Given the reactants Cl[CH2:2][C:3]1[O:4][C:5]([C:14]2[CH:19]=[CH:18][C:17]([S:20]([NH2:23])(=[O:22])=[O:21])=[CH:16][CH:15]=2)=[C:6]([C:8]2[CH:13]=[CH:12][CH:11]=[CH:10][CH:9]=2)[N:7]=1.C(=O)([O-])[O-].[K+].[K+].CN(C)C=O.[F:35][C:36]1[CH:37]=[C:38]([OH:50])[CH:39]=[C:40]([C:42]2([O:48][CH3:49])[CH2:47][CH2:46][O:45][CH2:44][CH2:43]2)[CH:41]=1, predict the reaction product. The product is: [F:35][C:36]1[CH:37]=[C:38]([CH:39]=[C:40]([C:42]2([O:48][CH3:49])[CH2:43][CH2:44][O:45][CH2:46][CH2:47]2)[CH:41]=1)[O:50][CH2:2][C:3]1[O:4][C:5]([C:14]2[CH:19]=[CH:18][C:17]([S:20]([NH2:23])(=[O:22])=[O:21])=[CH:16][CH:15]=2)=[C:6]([C:8]2[CH:13]=[CH:12][CH:11]=[CH:10][CH:9]=2)[N:7]=1. (9) Given the reactants [F:1][C:2]1[CH:7]=[CH:6][CH:5]=[CH:4][C:3]=1[C:8]1[CH:13]=[CH:12][CH:11]=[CH:10][CH:9]=1.[C:14]([CH2:18][CH2:19][C:20](Cl)=[O:21])([O:16][CH3:17])=[O:15].[Cl-].[Al+3].[Cl-].[Cl-], predict the reaction product. The product is: [F:1][C:2]1[CH:7]=[CH:6][CH:5]=[CH:4][C:3]=1[C:8]1[CH:9]=[CH:10][C:11]([C:20](=[O:21])[CH2:19][CH2:18][C:14]([O:16][CH3:17])=[O:15])=[CH:12][CH:13]=1.